Dataset: Retrosynthesis with 50K atom-mapped reactions and 10 reaction types from USPTO. Task: Predict the reactants needed to synthesize the given product. (1) Given the product CC(=O)OC[C@H]1O[C@@H](n2cnc3c(N)ncnc32)[C@@H](O)[C@@H]1O, predict the reactants needed to synthesize it. The reactants are: CC(=O)Cl.Nc1ncnc2c1ncn2[C@@H]1O[C@H](CO)[C@@H](O)[C@@H]1O. (2) Given the product CCOC(=O)C1(Cc2ccc(-c3ccc(F)cn3)cc2)CCC(=O)N1, predict the reactants needed to synthesize it. The reactants are: CCOC(=O)C1(Cc2ccc(Br)cc2)CCC(=O)N1.Fc1ccc(Br)nc1. (3) The reactants are: Cc1cc(C(=O)O)n(CC(F)(F)F)n1.Cc1ccc(Oc2ccc3nc(NC(=O)C4CC4)nn3c2)cc1N. Given the product Cc1cc(C(=O)Nc2cc(Oc3ccc4nc(NC(=O)C5CC5)nn4c3)ccc2C)n(CC(F)(F)F)n1, predict the reactants needed to synthesize it. (4) Given the product CCCOC(=O)c1c(O)cc(C)oc1=O, predict the reactants needed to synthesize it. The reactants are: CCCO.Cc1cc(O)c(C(=O)O)c(=O)o1.